From a dataset of Catalyst prediction with 721,799 reactions and 888 catalyst types from USPTO. Predict which catalyst facilitates the given reaction. (1) Reactant: [CH3:1][O:2][C:3]1[CH:13]=[CH:12][C:6]([C:7]([O:9][CH2:10][CH3:11])=[O:8])=[CH:5][C:4]=1[C:14]([O-:16])=O.C(Cl)(=O)C(Cl)=O.[F:23][C:24]([F:34])([F:33])[O:25][C:26]1[CH:32]=[CH:31][C:29]([NH2:30])=[CH:28][CH:27]=1.C(N(CC)C(C)C)(C)C. Product: [F:23][C:24]([F:33])([F:34])[O:25][C:26]1[CH:27]=[CH:28][C:29]([NH:30][C:14](=[O:16])[C:4]2[CH:5]=[C:6]([CH:12]=[CH:13][C:3]=2[O:2][CH3:1])[C:7]([O:9][CH2:10][CH3:11])=[O:8])=[CH:31][CH:32]=1. The catalyst class is: 120. (2) Reactant: [OH-].[Li+].[CH2:3]([O:10][C:11]1[CH:16]=[CH:15][C:14]([S:17]([NH:20][CH2:21][C@H:22]([N:27]2[CH2:32][CH2:31][CH2:30][CH2:29][CH2:28]2)[C:23]([O:25]C)=[O:24])(=[O:19])=[O:18])=[CH:13][CH:12]=1)[C:4]1[CH:9]=[CH:8][CH:7]=[CH:6][CH:5]=1. Product: [CH2:3]([O:10][C:11]1[CH:16]=[CH:15][C:14]([S:17]([NH:20][CH2:21][C@H:22]([N:27]2[CH2:32][CH2:31][CH2:30][CH2:29][CH2:28]2)[C:23]([OH:25])=[O:24])(=[O:19])=[O:18])=[CH:13][CH:12]=1)[C:4]1[CH:5]=[CH:6][CH:7]=[CH:8][CH:9]=1. The catalyst class is: 30. (3) Product: [CH:1]1([N:7]2[C:12](=[O:13])[C:11]3[S:14][CH:15]=[C:16]([C:17]4[CH:18]=[CH:19][CH:20]=[CH:21][C:22]=4[F:35])[C:10]=3[N:9]=[CH:8]2)[CH2:2][CH2:3][CH2:5][CH2:6]1. The catalyst class is: 15. Reactant: [C:1]1([N:7]2[C:12](=[O:13])[C:11]3[S:14][CH:15]=[C:16]([C:17]4[CH:22]=[CH:21][CH:20]=[CH:19][CH:18]=4)[C:10]=3[N:9]=[CH:8]2)[CH:6]=[CH:5]C=[CH:3][CH:2]=1.NC1C(C2C=CC=CC=2[F:35])=CSC=1C(OC)=O.C(OCC)(OCC)OCC.C1(N)CCCC1. (4) Reactant: Br[C:2]1[N:6]2[CH:7]=[C:8]([CH2:11][C:12]3[N:16]4[N:17]=[C:18]([C:21]5[CH:22]=[N:23][N:24]([CH3:26])[CH:25]=5)[CH:19]=[CH:20][C:15]4=[N:14][CH:13]=3)[CH:9]=[CH:10][C:5]2=[N:4][CH:3]=1.[CH2:27]([Sn](CCCC)(CCCC)C=C)[CH2:28]CC. Product: [CH3:26][N:24]1[CH:25]=[C:21]([C:18]2[CH:19]=[CH:20][C:15]3[N:16]([C:12]([CH2:11][C:8]4[CH:9]=[CH:10][C:5]5[N:6]([C:2]([CH:27]=[CH2:28])=[CH:3][N:4]=5)[CH:7]=4)=[CH:13][N:14]=3)[N:17]=2)[CH:22]=[N:23]1. The catalyst class is: 77. (5) Reactant: [Br:1][CH2:2][CH2:3][CH:4]1[O:8][C:7](C)(C)[O:6][C:5]1=[O:11].CC1C=CC(S(O)(=O)=O)=CC=1.O.CO. Product: [CH3:7][O:6][C:5](=[O:11])[CH:4]([OH:8])[CH2:3][CH2:2][Br:1]. The catalyst class is: 11. (6) Reactant: [F:1][C:2]1[CH:7]=[CH:6][CH:5]=[C:4]([F:8])[C:3]=1[N:9]1[C:14]2[N:15]=[C:16](S(C)=O)[N:17]=[C:18]([C:19]3[CH:20]=[C:21]([CH:28]=[CH:29][C:30]=3[CH3:31])[C:22]([NH:24][CH2:25][CH2:26][CH3:27])=[O:23])[C:13]=2[CH2:12][NH:11][C:10]1=[O:35].[CH3:36][CH:37]([NH:39][CH2:40][CH2:41][CH2:42][NH2:43])[CH3:38]. Product: [F:1][C:2]1[CH:7]=[CH:6][CH:5]=[C:4]([F:8])[C:3]=1[N:9]1[C:14]2[N:15]=[C:16]([NH:43][CH2:42][CH2:41][CH2:40][NH:39][CH:37]([CH3:38])[CH3:36])[N:17]=[C:18]([C:19]3[CH:20]=[C:21]([CH:28]=[CH:29][C:30]=3[CH3:31])[C:22]([NH:24][CH2:25][CH2:26][CH3:27])=[O:23])[C:13]=2[CH2:12][NH:11][C:10]1=[O:35]. The catalyst class is: 2. (7) Reactant: [Cl:1][C:2]1[CH:3]=[C:4]([CH:16]=[CH:17][CH:18]=1)[O:5][C:6]1[S:7][C:8]([C:11](OCC)=[O:12])=[CH:9][N:10]=1.[H-].[Al+3].[Li+].[H-].[H-].[H-].O.[OH-].[K+]. Product: [Cl:1][C:2]1[CH:3]=[C:4]([CH:16]=[CH:17][CH:18]=1)[O:5][C:6]1[S:7][C:8]([CH2:11][OH:12])=[CH:9][N:10]=1. The catalyst class is: 1. (8) Reactant: [CH3:1][C:2]1[CH:3]=[CH:4][C:5]([N+:11]([O-:13])=[O:12])=[C:6]([CH:10]=1)[C:7](O)=[O:8].C([N:16](CC)CC)C.C(OC(Cl)=O)C(C)C. The catalyst class is: 2. Product: [CH3:1][C:2]1[CH:3]=[CH:4][C:5]([N+:11]([O-:13])=[O:12])=[C:6]([CH:10]=1)[C:7]([NH2:16])=[O:8].